From a dataset of Full USPTO retrosynthesis dataset with 1.9M reactions from patents (1976-2016). Predict the reactants needed to synthesize the given product. (1) Given the product [CH3:1][O:2][C:3]([C:5]1[C:10]([Cl:11])=[C:9]([NH2:12])[N:8]=[C:7]([C:18]2[CH:19]=[CH:20][C:15]([Cl:14])=[C:16]([O:28][CH3:29])[C:17]=2[F:27])[N:6]=1)=[O:4], predict the reactants needed to synthesize it. The reactants are: [CH3:1][O:2][C:3]([C:5]1[C:10]([Cl:11])=[C:9]([NH2:12])[N:8]=[C:7](Cl)[N:6]=1)=[O:4].[Cl:14][C:15]1[CH:20]=[CH:19][C:18](B2OCCCO2)=[C:17]([F:27])[C:16]=1[O:28][CH3:29].[F-].[Cs+]. (2) Given the product [O:34]=[S:2]1(=[O:1])[C:6]2[CH:7]=[CH:8][C:9]([CH:11]([OH:33])[CH2:12][N:13]3[CH2:14][CH2:15][N:16]([CH2:19][C@@H:20]([C:22]4[CH:31]=[CH:30][C:25]5[C:26](=[O:29])[O:27][CH2:28][C:24]=5[C:23]=4[CH3:32])[OH:21])[CH2:17][CH2:18]3)=[CH:10][C:5]=2[CH2:4][CH2:3]1, predict the reactants needed to synthesize it. The reactants are: [O:1]=[S:2]1(=[O:34])[C:6]2[CH:7]=[CH:8][C:9]([C:11](=[O:33])[CH2:12][N:13]3[CH2:18][CH2:17][N:16]([CH2:19][C@@H:20]([C:22]4[CH:31]=[CH:30][C:25]5[C:26](=[O:29])[O:27][CH2:28][C:24]=5[C:23]=4[CH3:32])[OH:21])[CH2:15][CH2:14]3)=[CH:10][C:5]=2[CH2:4][CH2:3]1.[BH4-].[Na+]. (3) Given the product [Br:1][C:2]1[CH:3]=[C:4]([C:12](=[CH:18][CH:19]2[CH2:23][CH2:22][C:21]3([O:24][CH2:25][C:26]([CH3:29])([CH3:30])[CH2:27][O:28]3)[CH2:20]2)[C:13]([O:15][CH2:16][CH3:17])=[O:14])[CH:5]=[CH:6][C:7]=1[S:8]([CH:9]1[CH2:11][CH2:10]1)(=[O:35])=[O:45], predict the reactants needed to synthesize it. The reactants are: [Br:1][C:2]1[CH:3]=[C:4]([C:12](=[CH:18][CH:19]2[CH2:23][CH2:22][C:21]3([O:28][CH2:27][C:26]([CH3:30])([CH3:29])[CH2:25][O:24]3)[CH2:20]2)[C:13]([O:15][CH2:16][CH3:17])=[O:14])[CH:5]=[CH:6][C:7]=1[S:8][CH:9]1[CH2:11][CH2:10]1.C1(B(O)[OH:35])CC1.P([O-])([O-])([O-])=O.[K+].[K+].[K+].[OH2:45]. (4) Given the product [Cl:28][C:29]1[CH:30]=[C:31]([C@@H:39]([CH2:43][CH:44]2[CH2:48][CH2:47][CH2:46][CH2:45]2)[C:40]([NH:60][C:57]2[CH:56]=[N:55][C:54]([C:50]3[S:49][CH:53]=[CH:52][CH:51]=3)=[CH:59][N:58]=2)=[O:42])[CH:32]=[CH:33][C:34]=1[S:35]([CH3:38])(=[O:36])=[O:37], predict the reactants needed to synthesize it. The reactants are: C1(P(C2C=CC=CC=2)C2C=CC=CC=2)C=CC=CC=1.BrN1C(=O)CCC1=O.[Cl:28][C:29]1[CH:30]=[C:31]([C@@H:39]([CH2:43][CH:44]2[CH2:48][CH2:47][CH2:46][CH2:45]2)[C:40]([OH:42])=O)[CH:32]=[CH:33][C:34]=1[S:35]([CH3:38])(=[O:37])=[O:36].[S:49]1[CH:53]=[CH:52][CH:51]=[C:50]1[C:54]1[N:55]=[CH:56][C:57]([NH2:60])=[N:58][CH:59]=1.N1C=CC=CC=1. (5) Given the product [CH2:11]([N:18]1[CH2:5][CH:3]([OH:4])[CH2:2]1)[C:12]1[CH:17]=[CH:16][CH:15]=[CH:14][CH:13]=1, predict the reactants needed to synthesize it. The reactants are: Cl[CH2:2][CH:3]1[CH2:5][O:4]1.C(=O)(O)[O-].[Na+].[CH2:11]([NH2:18])[C:12]1[CH:17]=[CH:16][CH:15]=[CH:14][CH:13]=1. (6) Given the product [NH:28]1[C:29]2[C:25](=[CH:24][C:23]([C:2]3[CH:14]=[CH:13][C:5]4[N:6]=[C:7]([NH:9][C:10](=[O:12])[CH3:11])[S:8][C:4]=4[CH:3]=3)=[CH:31][CH:30]=2)[CH:26]=[CH:27]1, predict the reactants needed to synthesize it. The reactants are: Br[C:2]1[CH:14]=[CH:13][C:5]2[N:6]=[C:7]([NH:9][C:10](=[O:12])[CH3:11])[S:8][C:4]=2[CH:3]=1.CC1(C)C(C)(C)OB([C:23]2[CH:24]=[C:25]3[C:29](=[CH:30][CH:31]=2)[NH:28][CH:27]=[CH:26]3)O1. (7) The reactants are: Br[C:2]1[CH:11]=[CH:10][C:9]([N+:12]([O-])=O)=[C:8]2[C:3]=1[CH:4]=[CH:5][N:6]=[CH:7]2. Given the product [NH2:12][C:9]1[CH:10]=[CH:11][CH:2]=[C:3]2[C:8]=1[CH:7]=[N:6][CH:5]=[CH:4]2, predict the reactants needed to synthesize it. (8) Given the product [NH2:13][C@:8]([C:5]1[CH:4]=[CH:3][C:2]([Cl:1])=[CH:7][N:6]=1)([C:20]1[CH:25]=[C:24]([C:26]([F:29])([F:27])[F:28])[CH:23]=[C:22]([F:30])[CH:21]=1)[CH2:9][C:10]([NH:32][C:33]1[CH:38]=[CH:37][CH:36]=[CH:35][CH:34]=1)=[O:12], predict the reactants needed to synthesize it. The reactants are: [Cl:1][C:2]1[CH:3]=[CH:4][C:5]([C@:8]([C:20]2[CH:25]=[C:24]([C:26]([F:29])([F:28])[F:27])[CH:23]=[C:22]([F:30])[CH:21]=2)([NH:13]C(=O)C(C)(C)C)[CH2:9][C:10]([OH:12])=O)=[N:6][CH:7]=1.Cl.[NH2:32][C:33]1[CH:38]=[CH:37][CH:36]=[CH:35][CH:34]=1.C1CN([P+](Br)(N2CCCC2)N2CCCC2)CC1.F[P-](F)(F)(F)(F)F.